Task: Regression/Classification. Given a drug SMILES string, predict its absorption, distribution, metabolism, or excretion properties. Task type varies by dataset: regression for continuous measurements (e.g., permeability, clearance, half-life) or binary classification for categorical outcomes (e.g., BBB penetration, CYP inhibition). Dataset: hlm.. Dataset: Human liver microsome stability data (1) The molecule is CS(=O)(=O)c1cccc(Oc2cccc(-c3c(Cc4ccccc4)cnc4c(Cl)cccc34)c2)c1. The result is 1 (stable in human liver microsomes). (2) The molecule is Cc1cccc(CNC(=O)[C@H]2C[C@H](c3nc(C)no3)CN(Cc3nc(-c4ccccc4)oc3C)C2)n1. The result is 1 (stable in human liver microsomes). (3) The molecule is Cc1ncc(C#N)c(Nc2ccc3[nH]ccc3c2C)c1C=Cc1cccc(S(=O)(=O)N2CCN(C)CC2)c1. The result is 1 (stable in human liver microsomes). (4) The drug is C[C@@H]1CN(c2ccc(F)cc2C(F)(F)F)CCN1S(=O)(=O)c1cn(C)c(C(C)(O)C(F)(F)F)n1. The result is 1 (stable in human liver microsomes).